Task: Regression. Given two drug SMILES strings and cell line genomic features, predict the synergy score measuring deviation from expected non-interaction effect.. Dataset: NCI-60 drug combinations with 297,098 pairs across 59 cell lines (1) Drug 1: C1CCC(CC1)NC(=O)N(CCCl)N=O. Drug 2: CC1C(C(=O)NC(C(=O)N2CCCC2C(=O)N(CC(=O)N(C(C(=O)O1)C(C)C)C)C)C(C)C)NC(=O)C3=C4C(=C(C=C3)C)OC5=C(C(=O)C(=C(C5=N4)C(=O)NC6C(OC(=O)C(N(C(=O)CN(C(=O)C7CCCN7C(=O)C(NC6=O)C(C)C)C)C)C(C)C)C)N)C. Cell line: SR. Synergy scores: CSS=84.9, Synergy_ZIP=17.8, Synergy_Bliss=16.4, Synergy_Loewe=12.8, Synergy_HSA=20.3. (2) Drug 1: CC1=C(C(=CC=C1)Cl)NC(=O)C2=CN=C(S2)NC3=CC(=NC(=N3)C)N4CCN(CC4)CCO. Drug 2: CC1CCCC2(C(O2)CC(NC(=O)CC(C(C(=O)C(C1O)C)(C)C)O)C(=CC3=CSC(=N3)C)C)C. Cell line: RPMI-8226. Synergy scores: CSS=73.7, Synergy_ZIP=1.50, Synergy_Bliss=1.66, Synergy_Loewe=-1.37, Synergy_HSA=0.956.